The task is: Binary Classification. Given a miRNA mature sequence and a target amino acid sequence, predict their likelihood of interaction.. This data is from Experimentally validated miRNA-target interactions with 360,000+ pairs, plus equal number of negative samples. (1) Result: 0 (no interaction). The miRNA is hsa-miR-671-5p with sequence AGGAAGCCCUGGAGGGGCUGGAG. The protein sequence of the target gene is MEVEAVCGGAGEVEAQDSDPAPAFSKAPGSAGHYELPWVEKYRPVKLNEIVGNEDTVSRLEVFAREGNVPNIIIAGPPGTGKTTSILCLARALLGPALKDAMLELNASNDRGIDVVRNKIKMFAQQKVTLPKGRHKIIILDEADSMTDGAQQALRRTMEIYSKTTRFALACNASDKIIEPIQSRCAVLRYTKLTDAQILTRLMNVIEKERVPYTDDGLEAIIFTAQGDMRQALNNLQSTFSGFGFINSENVFKVCDEPHPLLVKEMIQHCVNANIDEAYKILAHLWHLGYSPEDIIGNIF.... (2) The miRNA is hsa-miR-3186-5p with sequence CAGGCGUCUGUCUACGUGGCUU. The protein sequence of the target gene is MEPPVPQSSVPVNPSSVMVQPLLDSRAPHSRLQHPLTILPIDQMKTSHVENDYIDNPSLAPATGPKRPRGGPPELAPTPARCDQDITHHWISFSGRPSSVSSSSSTSSDQRLLDHMAPPPVAEQASPRAVRLQPKVVHCKPLDLKGPTAPPELDKHFLLCEACGKCKCKECASPRTLPSCWVCNQECLCSAQTLVNYGTCMCLVQGIFYHCTNEDDEGSCADHPCSCSGSNCCARWSFMGALSVVLPCLLCYLPATGCVKLAQRGYDRLRRPGCRCKHTNSVICKAASGDTKTSRSDKPF.... Result: 0 (no interaction). (3) The miRNA is hsa-miR-193a-3p with sequence AACUGGCCUACAAAGUCCCAGU. The protein sequence of the target gene is MSAAQVSSSRRQSCYLCDLPRMPWAMIWDFSEPVCRGCVNYEGADRIEFVIETARQLKRAHGCFQDGRSPGPPPPVGVKTVALSAKEAAAAAAAAAAAAAAAQQQQQQQQQQQQQQQQQQQQQQQQQLNHVDGSSKPAVLAAPSGLERYGLSAAAAAAAAAAAAVEQRSRFEYPPPPVSLGSSSHTARLPNGLGGPNGFPKPTPEEGPPELNRQSPNSSSAAASVASRRGTHGGLVTGLPNPGGGGGPQLTVPPNLLPQTLLNGPASAAVLPPPPPHALGSRGPPTPAPPGAPGGPACLG.... Result: 1 (interaction). (4) The miRNA is hsa-miR-26b-5p with sequence UUCAAGUAAUUCAGGAUAGGU. The protein sequence of the target gene is MDPQNQHGSGSSLVVIQQPSLDSRQRLDYEREIQPTAILSLDQIKAIRGSNEYTEGPSVVKRPAPRTAPRQEKHERTHEIIPINVNNNYEHRHTSHLGHAVLPSNARGPILSRSTSTGSAASSGSNSSASSEQGLLGRSPPTRPVPGHRSERAIRTQPKQLIVDDLKGSLKEDLTQHKFICEQCGKCKCGECTAPRTLPSCLACNRQCLCSAESMVEYGTCMCLVKGIFYHCSNDDEGDSYSDNPCSCSQSHCCSRYLCMGAMSLFLPCLLCYPPAKGCLKLCRRCYDWIHRPGCRCKNS.... Result: 1 (interaction). (5) The miRNA is hsa-miR-497-5p with sequence CAGCAGCACACUGUGGUUUGU. The protein sequence of the target gene is MLLFVEQVASKGTGLNPNAKVWQEIAPGNTDATPVTHGTESSWHEIAATSGAHPEGNAELSEDICKEYEVMYSSSCETTRNTTGIEESTDGMILGPEDLSYQIYDVSGESNSAVSTEDLKECLKKQLEFCFSRENLSKDLYLISQMDSDQFIPIWTVANMEEIKKLTTDPDLILEVLRSSPMVQVDEKGEKVRPSHKRCIVILREIPETTPIEEVKGLFKSENCPKVISCEFAHNSNWYITFQSDTDAQQAFKYLREEVKTFQGKPIMARIKAINTFFAKNGYRLMDSSIYSHPIQTQAQ.... Result: 0 (no interaction).